From a dataset of Full USPTO retrosynthesis dataset with 1.9M reactions from patents (1976-2016). Predict the reactants needed to synthesize the given product. (1) Given the product [CH2:15]([O:22][C:23]([N:25]1[CH2:30][CH2:29][CH2:28][CH:27]([CH2:31][OH:14])[CH2:26]1)=[O:24])[C:16]1[CH:17]=[CH:18][CH:19]=[CH:20][CH:21]=1, predict the reactants needed to synthesize it. The reactants are: N1CCCC(CN2C=CC=CC2=[O:14])C1.[CH2:15]([O:22][C:23]([N:25]1[CH2:30][CH2:29][CH2:28][CH:27]([CH2:31]N2C=CC=CC2=O)[CH2:26]1)=[O:24])[C:16]1[CH:21]=[CH:20][CH:19]=[CH:18][CH:17]=1. (2) Given the product [N+:3]([C:6]1[CH:7]=[C:8]([CH:18]=[CH:19][CH:20]=1)[CH:9]=[C:22]1[CH2:27][CH2:26][N:25]([C:28]([O:30][C:31]([CH3:34])([CH3:33])[CH3:32])=[O:29])[CH2:24][CH2:23]1)([O-:5])=[O:4], predict the reactants needed to synthesize it. The reactants are: [H-].[Na+].[N+:3]([C:6]1[CH:7]=[C:8]([CH:18]=[CH:19][CH:20]=1)[CH2:9]P(=O)(OCC)OCC)([O-:5])=[O:4].O=[C:22]1[CH2:27][CH2:26][N:25]([C:28]([O:30][C:31]([CH3:34])([CH3:33])[CH3:32])=[O:29])[CH2:24][CH2:23]1. (3) Given the product [CH2:13]1[C:21]2[C:16](=[CH:17][CH:18]=[CH:19][CH:20]=2)[CH2:15][CH2:14]1, predict the reactants needed to synthesize it. The reactants are: C(OC)(=O)CCCCC(OC)=O.[CH2:13]1[C:21]2[C:16](=[CH:17][CH:18]=[CH:19][CH:20]=2)[CH2:15][CH:14]1O. (4) Given the product [CH3:27][O:28][C:29](=[O:37])[C:30]1[CH:35]=[CH:34][C:33]([NH:36][C:15](=[O:16])[C@@H:14]([N:12]2[CH2:13][C:9]3[CH2:8][C:7]4[C:6]([O:25][CH3:26])=[CH:5][CH:4]=[C:3]([O:2][CH3:1])[C:24]=4[O:23][C:10]=3[C:11]2=[O:22])[CH2:18][CH:19]([CH3:21])[CH3:20])=[N:32][CH:31]=1, predict the reactants needed to synthesize it. The reactants are: [CH3:1][O:2][C:3]1[C:24]2[O:23][C:10]3[C:11](=[O:22])[N:12]([C@@H:14]([CH2:18][CH:19]([CH3:21])[CH3:20])[C:15](O)=[O:16])[CH2:13][C:9]=3[CH2:8][C:7]=2[C:6]([O:25][CH3:26])=[CH:5][CH:4]=1.[CH3:27][O:28][C:29](=[O:37])[C:30]1[CH:35]=[CH:34][C:33]([NH2:36])=[N:32][CH:31]=1.ON1C2C=CC=CC=2N=N1. (5) Given the product [ClH:1].[F:2][C:3]1[CH:4]=[C:5]([C:10]2[C:18]3[C:13](=[CH:14][C:15]([O:19][CH2:20][CH2:21][N:22]4[CH2:27][CH2:26][N:25]([S:28]([CH3:31])(=[O:29])=[O:30])[CH2:24][CH2:23]4)=[CH:16][CH:17]=3)[C:12](=[O:32])[C:11]=2[C:33]2[CH:34]=[N:69][CH:70]=[N:71][CH:38]=2)[CH:6]=[C:7]([F:9])[CH:8]=1, predict the reactants needed to synthesize it. The reactants are: [ClH:1].[F:2][C:3]1[CH:4]=[C:5]([C:10]2[C:18]3[C:13](=[CH:14][C:15]([O:19][CH2:20][CH2:21][N:22]4[CH2:27][CH2:26][N:25]([S:28]([CH3:31])(=[O:30])=[O:29])[CH2:24][CH2:23]4)=[CH:16][CH:17]=3)[C:12](=[O:32])[C:11]=2[C:33]2[CH:38]=CC(C(F)(F)F)=C[CH:34]=2)[CH:6]=[C:7]([F:9])[CH:8]=1.O1CCN(CCOC2C=C3C(C(C4C=CC=CC=4)=C(Br)C3=O)=CC=2)CC1.[N:69]1C=C(B(O)O)C=[N:71][CH:70]=1. (6) Given the product [CH2:1]([N:2]1[CH2:7][CH2:6][CH:5]([N:8]([C:22]2[CH:23]=[CH:24][CH:25]=[CH:26][CH:27]=2)[C:9]2[CH:21]=[CH:20][C:12]([C:13]([N:15]([CH2:18][CH3:19])[CH2:16][CH3:17])=[O:14])=[CH:11][CH:10]=2)[CH:4]([CH3:28])[CH2:3]1)[CH:33]=[CH2:34], predict the reactants needed to synthesize it. The reactants are: [CH3:1][N:2]1[CH2:7][CH2:6][CH:5]([N:8]([C:22]2[CH:27]=[CH:26][CH:25]=[CH:24][CH:23]=2)[C:9]2[CH:21]=[CH:20][C:12]([C:13]([N:15]([CH2:18][CH3:19])[CH2:16][CH3:17])=[O:14])=[CH:11][CH:10]=2)[CH:4]([CH3:28])[CH2:3]1.ClC(O[C:33]1C=CC=C[CH:34]=1)=O.[OH-].[Na+].C(C1C=C(OC)C=C(C(C)(C)C)C=1C1C=C(N(C2C=CC=CC=2)C2CCN(C)CC2C)C=CC=1C([O-])=O)(C)(C)C.C(Br)C=C. (7) The reactants are: [CH3:1][C:2]1[C:6]2[CH:7]=[CH:8][C:9]([C:11]([O:13]C)=[O:12])=[CH:10][C:5]=2[O:4][N:3]=1.[OH-].[Na+]. Given the product [CH3:1][C:2]1[C:6]2[CH:7]=[CH:8][C:9]([C:11]([OH:13])=[O:12])=[CH:10][C:5]=2[O:4][N:3]=1, predict the reactants needed to synthesize it. (8) Given the product [CH3:32][O:31][C:22]1[CH:21]=[C:20]([CH:6]([NH:7][C:8]2[CH:9]=[CH:10][C:11]([C:14]3[N:18]=[C:17]([CH3:19])[O:16][N:15]=3)=[CH:12][CH:13]=2)[C:5]2[CH:40]=[N:39][C:38]([N:36]3[C:54](=[O:55])[NH:52][CH:51]=[N:37]3)=[N:43][CH:42]=2)[CH:25]=[C:24]([CH2:26][O:27][CH3:28])[C:23]=1[O:29][CH3:30], predict the reactants needed to synthesize it. The reactants are: COC(=O)N=[C:5](SC)[C:6]([C:20]1[CH:25]=[C:24]([CH2:26][O:27][CH3:28])[C:23]([O:29][CH3:30])=[C:22]([O:31][CH3:32])[CH:21]=1)=[N:7][C:8]1[CH:13]=[CH:12][C:11]([C:14]2[N:18]=[C:17]([CH3:19])[O:16][N:15]=2)=[CH:10][CH:9]=1.[NH:36]([C:38]1[N:43]=[CH:42]C=[CH:40][N:39]=1)[NH2:37].C(N(CC)CC)C.[CH3:51][N:52]([CH:54]=[O:55])C. (9) The reactants are: Cl[C:2]1[C:11]2[C:6](=[CH:7][C:8]([CH3:12])=[CH:9][CH:10]=2)[N:5]=[C:4]([C:13]#[N:14])[CH:3]=1.[F:15][C:16]1[CH:21]=[CH:20][C:19](B(O)O)=[CH:18][CH:17]=1.C([O-])([O-])=O.[Na+].[Na+]. Given the product [F:15][C:16]1[CH:21]=[CH:20][C:19]([C:2]2[C:11]3[C:6](=[CH:7][C:8]([CH3:12])=[CH:9][CH:10]=3)[N:5]=[C:4]([C:13]#[N:14])[CH:3]=2)=[CH:18][CH:17]=1, predict the reactants needed to synthesize it.